Dataset: Reaction yield outcomes from USPTO patents with 853,638 reactions. Task: Predict the reaction yield, written as a fraction of the theoretical maximum amount of product (1.0 means a 100% yield; for example, 0.34 means a 34% yield). (1) The reactants are [CH3:1][C:2]1[C:6]([CH2:7][N:8]2[CH:12]=[C:11]([N:13]3[C:17](=[O:18])[CH2:16][NH:15][C:14]3=[O:19])[CH:10]=[N:9]2)=[C:5]([CH3:20])[O:4][N:3]=1.[Cl:21][C:22]1[CH:23]=[C:24]([CH:28]=[CH:29][CH:30]=1)[CH2:25][CH2:26]Br. No catalyst specified. The product is [Cl:21][C:22]1[CH:23]=[C:24]([CH:28]=[CH:29][CH:30]=1)[CH2:25][CH2:26][N:15]1[CH2:16][C:17](=[O:18])[N:13]([C:11]2[CH:10]=[N:9][N:8]([CH2:7][C:6]3[C:2]([CH3:1])=[N:3][O:4][C:5]=3[CH3:20])[CH:12]=2)[C:14]1=[O:19]. The yield is 0.270. (2) The reactants are Br[C:2]1[CH:7]=[CH:6][C:5]([F:8])=[CH:4][C:3]=1[CH2:9][O:10]COC.C([Li])CCC.[B:19](OC(C)C)(OC(C)C)[O:20]C(C)C.Cl. The catalyst is C1COCC1.O. The product is [F:8][C:5]1[CH:6]=[CH:7][C:2]2[B:19]([OH:20])[O:10][CH2:9][C:3]=2[CH:4]=1. The yield is 0.600. (3) The reactants are C(=[NH:14])(C1C=CC=CC=1)C1C=CC=CC=1.Br[C:16]1[C:17](=[O:24])[N:18]([CH3:23])[CH:19]=[C:20]([Br:22])[CH:21]=1.C1C=CC(P(C2C(C3C(P(C4C=CC=CC=4)C4C=CC=CC=4)=CC=C4C=3C=CC=C4)=C3C(C=CC=C3)=CC=2)C2C=CC=CC=2)=CC=1.C([O-])([O-])=O.[Cs+].[Cs+]. The catalyst is O1CCOCC1.CC([O-])=O.CC([O-])=O.[Pd+2]. The product is [NH2:14][C:16]1[C:17](=[O:24])[N:18]([CH3:23])[CH:19]=[C:20]([Br:22])[CH:21]=1. The yield is 0.540. (4) The reactants are [Cl:1][C:2]1[CH:3]=[C:4]([C:8]2[N:13]=[C:12]([CH2:14][C:15]3[CH:20]=[CH:19][C:18]([CH2:21][C:22]([O:24]C)=O)=[CH:17][CH:16]=3)[CH:11]=[C:10]([CH2:26][CH3:27])[N:9]=2)[CH:5]=[CH:6][CH:7]=1.[Cl-].[NH4+:29].N. The catalyst is CO. The product is [Cl:1][C:2]1[CH:3]=[C:4]([C:8]2[N:13]=[C:12]([CH2:14][C:15]3[CH:20]=[CH:19][C:18]([CH2:21][C:22]([NH2:29])=[O:24])=[CH:17][CH:16]=3)[CH:11]=[C:10]([CH2:26][CH3:27])[N:9]=2)[CH:5]=[CH:6][CH:7]=1. The yield is 0.350. (5) The reactants are [F:1][C:2]1[CH:3]=[C:4]([NH2:23])[CH:5]=[CH:6][C:7]=1[O:8][C:9]1[CH:14]=[CH:13][N:12]=[CH:11][C:10]=1[C:15]#[C:16][C:17]1[CH:18]=[N:19][CH:20]=[CH:21][CH:22]=1.[F:24][C:25]1[CH:30]=[CH:29][C:28]([CH2:31][C:32]([N:34]=[C:35]=[O:36])=[O:33])=[CH:27][CH:26]=1.COC1C=CC(CNC2N=CN=C(OC3C=CC(NC(NC(=O)CC4C=CC(F)=CC=4)=O)=CC=3F)C=2)=CC=1.[ClH:75]. No catalyst specified. The product is [ClH:75].[ClH:75].[F:1][C:2]1[CH:3]=[C:4]([NH:23][C:35]([NH:34][C:32](=[O:33])[CH2:31][C:28]2[CH:29]=[CH:30][C:25]([F:24])=[CH:26][CH:27]=2)=[O:36])[CH:5]=[CH:6][C:7]=1[O:8][C:9]1[CH:14]=[CH:13][N:12]=[CH:11][C:10]=1[C:15]#[C:16][C:17]1[CH:18]=[N:19][CH:20]=[CH:21][CH:22]=1. The yield is 0.380.